Dataset: Catalyst prediction with 721,799 reactions and 888 catalyst types from USPTO. Task: Predict which catalyst facilitates the given reaction. (1) Reactant: [O:1]=[C:2]1[N:10]([CH2:11][CH2:12][CH3:13])[C:9]2[N:8]=[C:7]([C:14]34[CH2:21][CH2:20][C:17]([C:22](O)=[O:23])([CH2:18][CH2:19]3)[CH2:16][CH2:15]4)[NH:6][C:5]=2[C:4](=[O:25])[NH:3]1.B.C1COCC1. Product: [OH:23][CH2:22][C:17]12[CH2:18][CH2:19][C:14]([C:7]3[NH:6][C:5]4[C:4](=[O:25])[NH:3][C:2](=[O:1])[N:10]([CH2:11][CH2:12][CH3:13])[C:9]=4[N:8]=3)([CH2:21][CH2:20]1)[CH2:15][CH2:16]2. The catalyst class is: 1. (2) Reactant: FC(F)(F)C(O)=O.[C:8]1(=[C:14]([C:31]2[CH:36]=[CH:35][C:34]([OH:37])=[CH:33][CH:32]=2)[C:15]2[CH:20]=[CH:19][C:18](/[CH:21]=[CH:22]/[C:23]([O:25]C(C)(C)C)=[O:24])=[C:17]([CH3:30])[CH:16]=2)[CH2:13][CH2:12][CH2:11][CH2:10][CH2:9]1. Product: [C:8]1(=[C:14]([C:31]2[CH:36]=[CH:35][C:34]([OH:37])=[CH:33][CH:32]=2)[C:15]2[CH:20]=[CH:19][C:18](/[CH:21]=[CH:22]/[C:23]([OH:25])=[O:24])=[C:17]([CH3:30])[CH:16]=2)[CH2:13][CH2:12][CH2:11][CH2:10][CH2:9]1. The catalyst class is: 2. (3) Reactant: [Br:1][C:2]1[CH:3]=[CH:4][C:5]([OH:8])=[N:6][CH:7]=1.[N+]([O-])([O-])=O.[Ag+:13].N. Product: [Ag:13].[Br:1][C:2]1[CH:3]=[CH:4][C:5]([OH:8])=[N:6][CH:7]=1. The catalyst class is: 24. (4) Reactant: Cl.[CH3:2][N:3](C)[CH2:4]CCN=C=NCC.[C:13]([O:17][C:18]([N:20]1[CH2:28][C@H:26]([OH:27])[CH2:25][C@H:21]1[C:22](O)=[O:23])=[O:19])([CH3:16])([CH3:15])[CH3:14].Cl.CNC. Product: [C:13]([O:17][C:18]([N:20]1[CH2:28][C@H:26]([OH:27])[CH2:25][C@H:21]1[C:22](=[O:23])[N:3]([CH3:4])[CH3:2])=[O:19])([CH3:16])([CH3:15])[CH3:14]. The catalyst class is: 143. (5) Reactant: C([O:3][C:4](=[O:21])[CH:5]([CH2:10][C:11]1[CH:12]=[C:13]2[C:18](=[CH:19][CH:20]=1)[N:17]=[CH:16][CH:15]=[CH:14]2)[NH:6]C(=O)C)C. Product: [N:17]1[C:18]2[C:13](=[CH:12][C:11]([CH2:10][CH:5]([C:4]([OH:21])=[O:3])[NH2:6])=[CH:20][CH:19]=2)[CH:14]=[CH:15][CH:16]=1. The catalyst class is: 33. (6) Reactant: [C:1]([OH:6])(=O)[C:2]([CH3:4])=[CH2:3].ClC(OCC)=O.C(N(CC)CC)C.[NH2:20][C:21]1[CH:26]=[CH:25][C:24]([S:27]([NH2:30])(=[O:29])=[O:28])=[CH:23][CH:22]=1. Product: [NH2:30][S:27]([C:24]1[CH:23]=[CH:22][C:21]([NH:20][C:1](=[O:6])[C:2]([CH3:4])=[CH2:3])=[CH:26][CH:25]=1)(=[O:28])=[O:29]. The catalyst class is: 192.